This data is from Catalyst prediction with 721,799 reactions and 888 catalyst types from USPTO. The task is: Predict which catalyst facilitates the given reaction. (1) Reactant: Cl.[CH3:2][NH:3][CH3:4].C[Al](C)C.C1(C)C=CC=CC=1.[CH2:16]([C:20]1[CH:21]=[C:22]([CH2:25][CH2:26][C:27]([O:29]CC)=O)[NH:23][CH:24]=1)[CH2:17][CH2:18][CH3:19]. Product: [CH3:2][N:3]([CH3:4])[C:27](=[O:29])[CH2:26][CH2:25][C:22]1[NH:23][CH:24]=[C:20]([CH2:16][CH2:17][CH2:18][CH3:19])[CH:21]=1. The catalyst class is: 48. (2) Reactant: [N:1]([CH2:4][CH2:5][C:6]1[N:7]=[C:8]([C:12]2[CH:17]=[CH:16][C:15]([O:18][CH2:19][C:20]3[CH:25]=[CH:24][CH:23]=[CH:22][CH:21]=3)=[CH:14][CH:13]=2)[O:9][C:10]=1[CH3:11])=[N+]=[N-].O.C1(P(C2C=CC=CC=2)C2C=CC=CC=2)C=CC=CC=1. Product: [CH2:19]([O:18][C:15]1[CH:16]=[CH:17][C:12]([C:8]2[O:9][C:10]([CH3:11])=[C:6]([CH2:5][CH2:4][NH2:1])[N:7]=2)=[CH:13][CH:14]=1)[C:20]1[CH:25]=[CH:24][CH:23]=[CH:22][CH:21]=1. The catalyst class is: 1.